From a dataset of Full USPTO retrosynthesis dataset with 1.9M reactions from patents (1976-2016). Predict the reactants needed to synthesize the given product. (1) Given the product [Cl:12][CH2:2][C:3](=[CH2:9])[C:4]([O:6][CH2:7][CH3:8])=[O:5], predict the reactants needed to synthesize it. The reactants are: O[CH2:2][C:3](=[CH2:9])[C:4]([O:6][CH2:7][CH3:8])=[O:5].S(Cl)([Cl:12])=O. (2) Given the product [NH2:1][C:2]1[N:3]=[C:4]([NH:19][CH2:20][C:21]2[C:26]([Cl:27])=[CH:25][C:24]([C:28]([F:31])([F:30])[F:29])=[CH:23][N:22]=2)[C:5]([C:13]#[N:14])=[C:6]([C:8]2[O:9][CH:10]=[CH:11][CH:12]=2)[N:7]=1, predict the reactants needed to synthesize it. The reactants are: [NH2:1][C:2]1[N:7]=[C:6]([C:8]2[O:9][CH:10]=[CH:11][CH:12]=2)[C:5]([C:13]#[N:14])=[C:4](S(C)=O)[N:3]=1.Cl.[NH2:19][CH2:20][C:21]1[C:26]([Cl:27])=[CH:25][C:24]([C:28]([F:31])([F:30])[F:29])=[CH:23][N:22]=1.C1CCN2C(=NCCC2)CC1. (3) Given the product [Cl:28][C:23]1[CH:24]=[N:25][CH:26]=[CH:27][C:22]=1[CH:13]([C:14]1[CH:19]=[C:18]([F:20])[CH:17]=[CH:16][C:15]=1[F:21])[S:10]([C:7]1[CH:8]=[CH:9][C:4]([F:1])=[N:5][CH:6]=1)(=[O:12])=[O:11], predict the reactants needed to synthesize it. The reactants are: [F-:1].[K+].Cl[C:4]1[CH:9]=[CH:8][C:7]([S:10]([CH:13]([C:22]2[CH:27]=[CH:26][N:25]=[CH:24][C:23]=2[Cl:28])[C:14]2[CH:19]=[C:18]([F:20])[CH:17]=[CH:16][C:15]=2[F:21])(=[O:12])=[O:11])=[CH:6][N:5]=1.ClCCl.C(OCC)(=O)C. (4) Given the product [C:1]([C:5]1[CH:41]=[CH:40][C:8]([CH2:9][N:10]2[C:14](=[O:15])[N:13]([CH2:16][CH2:17][CH3:18])[C:12]([CH2:19][OH:20])=[N:11]2)=[CH:7][CH:6]=1)([CH3:2])([CH3:3])[CH3:4], predict the reactants needed to synthesize it. The reactants are: [C:1]([C:5]1[CH:41]=[CH:40][C:8]([CH2:9][N:10]2[C:14](=[O:15])[N:13]([CH2:16][CH2:17][CH3:18])[C:12]([CH2:19][O:20]C(C3C=CC=CC=3)(C3C=CC=CC=3)C3C=CC=CC=3)=[N:11]2)=[CH:7][CH:6]=1)([CH3:4])([CH3:3])[CH3:2]. (5) Given the product [Br:1][C:2]1[CH:7]=[C:6]([C:8]2[CH:17]=[CH:16][C:15]3[C:10](=[CH:11][CH:12]=[C:13]([C:18]4[N:22]([CH:23]5[CH2:24][CH2:25][CH2:26][CH2:27][CH2:28]5)[C:21]5[CH:29]=[CH:30][C:31]([C:33]([OH:35])=[O:34])=[CH:32][C:20]=5[N:19]=4)[CH:14]=3)[N:9]=2)[CH:5]=[CH:4][CH:3]=1, predict the reactants needed to synthesize it. The reactants are: [Br:1][C:2]1[CH:3]=[CH:4][C:5](O)=[C:6]([C:8]2[CH:17]=[CH:16][C:15]3[C:10](=[CH:11][CH:12]=[C:13]([C:18]4[N:22]([CH:23]5[CH2:28][CH2:27][CH2:26][CH2:25][CH2:24]5)[C:21]5[CH:29]=[CH:30][C:31]([C:33]([OH:35])=[O:34])=[CH:32][C:20]=5[N:19]=4)[CH:14]=3)[N:9]=2)[CH:7]=1.C(OC(C1C=CC2N(C3CCCCC3)C(C3C=CC(N)=C(C=O)C=3)=NC=2C=1)=O)C.BrC1C=C(C(=O)C)C=CC=1.[OH-].[K+].